Dataset: Reaction yield outcomes from USPTO patents with 853,638 reactions. Task: Predict the reaction yield, written as a fraction of the theoretical maximum amount of product (1.0 means a 100% yield; for example, 0.34 means a 34% yield). (1) The reactants are Br[C:2]1[CH:7]=[CH:6][C:5]([N+:8]([O-:10])=[O:9])=[C:4]([F:11])[CH:3]=1.[CH3:12][C:13]1([CH3:27])[C:17]([CH3:19])([CH3:18])[O:16][B:15](C2C=C(C=CC=2)N)[O:14]1.CC([O-])=O.[K+]. The catalyst is O1CCOCC1.C1C=CC(P(C2C=CC=CC=2)[C-]2C=CC=C2)=CC=1.C1C=CC(P(C2C=CC=CC=2)[C-]2C=CC=C2)=CC=1.Cl[Pd]Cl.[Fe+2]. The product is [F:11][C:4]1[CH:3]=[C:2]([B:15]2[O:16][C:17]([CH3:19])([CH3:18])[C:13]([CH3:27])([CH3:12])[O:14]2)[CH:7]=[CH:6][C:5]=1[N+:8]([O-:10])=[O:9]. The yield is 0.786. (2) The reactants are C(O)(C(F)(F)F)=O.[N:8]1([C:13]2[CH:18]=[CH:17][CH:16]=[CH:15][C:14]=2[OH:19])[CH:12]=[CH:11][CH:10]=[CH:9]1.[F:20][C:21]([F:34])([F:33])[C:22]([N:24]1[C@H:29]2[CH2:30][CH2:31][C@@H:25]1[CH2:26][C:27](=O)[CH2:28]2)=[O:23]. The catalyst is ClC(Cl)C. The product is [F:34][C:21]([F:20])([F:33])[C:22]([N:24]1[CH:29]2[CH2:30][CH2:31][CH:25]1[CH2:26][C:27]1([O:19][C:14]3[CH:15]=[CH:16][CH:17]=[CH:18][C:13]=3[N:8]3[CH:9]=[CH:10][CH:11]=[C:12]13)[CH2:28]2)=[O:23]. The yield is 0.460. (3) The reactants are [F:1][C:2]1[CH:27]=[CH:26][CH:25]=[CH:24][C:3]=1[CH2:4][N:5]1[C:9]([C:10]2[S:11][CH:12]=[CH:13][N:14]=2)=[N:8][C:7]([C:15]2[N:20]=[C:19]([NH2:21])[C:18]([NH2:22])=[C:17]([NH2:23])[N:16]=2)=[N:6]1.Cl[C:29]([O:31][CH3:32])=[O:30].O. The catalyst is N1C=CC=CC=1. The product is [NH2:23][C:17]1[C:18]([NH:22][C:29](=[O:30])[O:31][CH3:32])=[C:19]([NH2:21])[N:20]=[C:15]([C:7]2[N:8]=[C:9]([C:10]3[S:11][CH:12]=[CH:13][N:14]=3)[N:5]([CH2:4][C:3]3[CH:24]=[CH:25][CH:26]=[CH:27][C:2]=3[F:1])[N:6]=2)[N:16]=1. The yield is 0.740. (4) The reactants are C[O:2][C:3](=[O:21])[C:4]1[CH:9]=[CH:8][C:7]([C:10]2[CH:20]=[C:13]3[N:14]=[C:15]([CH3:19])[CH:16]=[C:17](Cl)[N:12]3[N:11]=2)=[CH:6][CH:5]=1.[NH:22]1[CH2:26][CH2:25][CH2:24][CH2:23]1. The catalyst is CN1CCCC1=O. The product is [CH3:19][C:15]1[CH:16]=[C:17]([N:22]2[CH2:26][CH2:25][CH2:24][CH2:23]2)[N:12]2[N:11]=[C:10]([C:7]3[CH:8]=[CH:9][C:4]([C:3]([OH:2])=[O:21])=[CH:5][CH:6]=3)[CH:20]=[C:13]2[N:14]=1. The yield is 0.800. (5) The reactants are C[N@@+:2]1(CCC(OCCCCCOC(CC[N@+:2]2(C)[C@H:11]([CH2:12][C:13]3[CH:14]=[CH:15][C:16]([O:21][CH3:22])=[C:17]([O:19][CH3:20])[CH:18]=3)[C:10]3[CH:9]=[C:8]([O:23][CH3:24])[C:7]([O:25][CH3:26])=[CH:6][C:5]=3[CH2:4][CH2:3]2)=O)=O)[C@H:11]([CH2:12][C:13]2[CH:14]=[CH:15][C:16]([O:21][CH3:22])=[C:17]([O:19][CH3:20])[CH:18]=2)[C:10]2[CH:9]=[C:8]([O:23][CH3:24])[C:7]([O:25][CH3:26])=[CH:6][C:5]=2[CH2:4][CH2:3]1.C1C=CC(S([O-])(=O)=O)=CC=1.C1C=CC(S([O-])(=O)=O)=CC=1.[C:88]([NH:91][C@H:92]([C:97]([OH:99])=[O:98])[CH2:93][CH:94]([CH3:96])[CH3:95])(=[O:90])[CH3:89]. No catalyst specified. The product is [CH3:22][O:21][C:16]1[CH:15]=[CH:14][C:13]([CH2:12][C@@H:11]2[NH2+:2][CH2:3][CH2:4][C:5]3[C:10]2=[CH:9][C:8]([O:23][CH3:24])=[C:7]([O:25][CH3:26])[CH:6]=3)=[CH:18][C:17]=1[O:19][CH3:20].[C:88]([NH:91][C@H:92]([C:97]([O-:99])=[O:98])[CH2:93][CH:94]([CH3:95])[CH3:96])(=[O:90])[CH3:89]. The yield is 0.0300.